From a dataset of Peptide-MHC class II binding affinity with 134,281 pairs from IEDB. Regression. Given a peptide amino acid sequence and an MHC pseudo amino acid sequence, predict their binding affinity value. This is MHC class II binding data. (1) The peptide sequence is EALIHQLKINPYVLS. The MHC is DRB1_0301 with pseudo-sequence DRB1_0301. The binding affinity (normalized) is 0.215. (2) The peptide sequence is LSELPDFLAKKGGEA. The MHC is DRB1_0404 with pseudo-sequence DRB1_0404. The binding affinity (normalized) is 0.0874. (3) The peptide sequence is ELKYFAATQFEPLAA. The MHC is HLA-DPA10201-DPB11401 with pseudo-sequence HLA-DPA10201-DPB11401. The binding affinity (normalized) is 0.684. (4) The peptide sequence is AVPWYAVAFNAIVAA. The MHC is DRB1_0401 with pseudo-sequence DRB1_0401. The binding affinity (normalized) is 0.929. (5) The peptide sequence is TMAEVRLAAMFFCAVKK. The MHC is DRB1_0404 with pseudo-sequence DRB1_0404. The binding affinity (normalized) is 0.537. (6) The peptide sequence is ASEAPPTSHRRASRQ. The MHC is HLA-DQA10101-DQB10501 with pseudo-sequence HLA-DQA10101-DQB10501. The binding affinity (normalized) is 0.181. (7) The peptide sequence is YDKFLANVSTNLTGK. The MHC is DRB1_1302 with pseudo-sequence DRB1_1302. The binding affinity (normalized) is 0.834. (8) The peptide sequence is MVTQMAMTDTTPFGQQR. The MHC is DRB1_0405 with pseudo-sequence DRB1_0405. The binding affinity (normalized) is 0.456. (9) The peptide sequence is ISPSFLVYSFFVHDL. The MHC is DRB1_1101 with pseudo-sequence DRB1_1101. The binding affinity (normalized) is 0.101.